Dataset: TCR-epitope binding with 47,182 pairs between 192 epitopes and 23,139 TCRs. Task: Binary Classification. Given a T-cell receptor sequence (or CDR3 region) and an epitope sequence, predict whether binding occurs between them. (1) The epitope is KMKDLSPRW. Result: 0 (the TCR does not bind to the epitope). The TCR CDR3 sequence is CASSQDIRDRLKTPFRETQYF. (2) The epitope is HTTDPSFLGRY. The TCR CDR3 sequence is CASSPQDSTTEAFF. Result: 1 (the TCR binds to the epitope). (3) The epitope is KLSYGIATV. The TCR CDR3 sequence is CSVEDSDREHSNTGELFF. Result: 1 (the TCR binds to the epitope). (4) The epitope is HSKKKCDEL. The TCR CDR3 sequence is CATGPGAREQYF. Result: 0 (the TCR does not bind to the epitope). (5) The TCR CDR3 sequence is CASRRGFEQYF. Result: 1 (the TCR binds to the epitope). The epitope is YLQPRTFLL.